This data is from Full USPTO retrosynthesis dataset with 1.9M reactions from patents (1976-2016). The task is: Predict the reactants needed to synthesize the given product. Given the product [Br:1][C:2]1[CH:3]=[C:4]2[C:8](=[CH:9][CH:10]=1)[NH:7][C:6](=[O:11])[C:5]2=[N:27][NH:26][C:24](=[O:25])[CH2:23][O:22][C:21]1[CH:28]=[CH:29][C:18]([C:17]2[NH:16][N:15]=[N:14][N:13]=2)=[CH:19][CH:20]=1, predict the reactants needed to synthesize it. The reactants are: [Br:1][C:2]1[CH:3]=[C:4]2[C:8](=[CH:9][CH:10]=1)[NH:7][C:6](=[O:11])[C:5]2=O.[NH:13]1[C:17]([C:18]2[CH:29]=[CH:28][C:21]([O:22][CH2:23][C:24]([NH:26][NH2:27])=[O:25])=[CH:20][CH:19]=2)=[N:16][N:15]=[N:14]1.